Dataset: Reaction yield outcomes from USPTO patents with 853,638 reactions. Task: Predict the reaction yield, written as a fraction of the theoretical maximum amount of product (1.0 means a 100% yield; for example, 0.34 means a 34% yield). (1) The reactants are [CH:1]([N:4]1[C:8]([C:9]2[N:10]=[C:11]3[C:17]4[CH:18]=[CH:19][C:20]([OH:22])=[CH:21][C:16]=4[O:15][CH2:14][CH2:13][N:12]3[CH:23]=2)=[N:7][CH:6]=[N:5]1)([CH3:3])[CH3:2].[CH3:24][O:25][C:26](=[O:32])[CH:27]([CH:29]1[CH2:31][CH2:30]1)O.CC(OC(/N=N/C(OC(C)C)=O)=O)C. The catalyst is O1CCOCC1. The product is [CH3:24][O:25][C:26](=[O:32])[CH:27]([CH:29]1[CH2:31][CH2:30]1)[O:22][C:20]1[CH:19]=[CH:18][C:17]2[C:11]3[N:12]([CH2:13][CH2:14][O:15][C:16]=2[CH:21]=1)[CH:23]=[C:9]([C:8]1[N:4]([CH:1]([CH3:3])[CH3:2])[N:5]=[CH:6][N:7]=1)[N:10]=3. The yield is 0.250. (2) The reactants are CCN(C(C)C)C(C)C.[C:10]1([NH:16][C:17]2[CH:18]=[CH:19][C:20]([C:23]([OH:25])=O)=[N:21][CH:22]=2)[CH:15]=[CH:14][CH:13]=[CH:12][CH:11]=1.CCN=C=NCCCN(C)C.C1C=CC2N(O)N=NC=2C=1.[NH2:47][CH2:48][C:49]([N:51]1[CH2:56][CH2:55][N:54]([C:57](=[O:69])[C:58]2[CH:63]=[C:62]([F:64])[CH:61]=[CH:60][C:59]=2[C:65]([F:68])([F:67])[F:66])[CH2:53][CH2:52]1)=[O:50].Cl. The catalyst is CN(C=O)C.O. The product is [F:64][C:62]1[CH:61]=[CH:60][C:59]([C:65]([F:67])([F:66])[F:68])=[C:58]([CH:63]=1)[C:57]([N:54]1[CH2:55][CH2:56][N:51]([C:49](=[O:50])[CH2:48][NH:47][C:23]([C:20]2[CH:19]=[CH:18][C:17]([NH:16][C:10]3[CH:11]=[CH:12][CH:13]=[CH:14][CH:15]=3)=[CH:22][N:21]=2)=[O:25])[CH2:52][CH2:53]1)=[O:69]. The yield is 0.440. (3) The reactants are CC(C)([O-])C.[K+].[NH2:7][C:8]1[CH:13]=[C:12]([F:14])[C:11]([OH:15])=[C:10]([F:16])[CH:9]=1.[Cl:17][C:18]1[CH:23]=[C:22](Cl)[CH:21]=[CH:20][N:19]=1.O. The catalyst is CN(C)C(=O)C. The product is [Cl:17][C:18]1[CH:23]=[C:22]([O:15][C:11]2[C:12]([F:14])=[CH:13][C:8]([NH2:7])=[CH:9][C:10]=2[F:16])[CH:21]=[CH:20][N:19]=1. The yield is 0.590. (4) The reactants are N[C:2]1[CH:10]=[CH:9][CH:8]=[C:7]2[C:3]=1[CH:4]=[N:5][NH:6]2.Cl.N([O-])=O.[Na+].[I-:16].[K+]. The catalyst is O.C(OCC)(=O)C. The product is [I:16][C:2]1[CH:10]=[CH:9][CH:8]=[C:7]2[C:3]=1[CH:4]=[N:5][NH:6]2. The yield is 0.250.